Dataset: Reaction yield outcomes from USPTO patents with 853,638 reactions. Task: Predict the reaction yield, written as a fraction of the theoretical maximum amount of product (1.0 means a 100% yield; for example, 0.34 means a 34% yield). (1) The reactants are [CH3:1][O:2][C:3]1[CH:4]=[C:5]([C:12]2[CH:17]=[CH:16][CH:15]=[CH:14][CH:13]=2)[CH:6]=[C:7]([N+:9]([O-])=O)[CH:8]=1. The catalyst is C(O)C.[Pd]. The product is [CH3:1][O:2][C:3]1[CH:8]=[C:7]([NH2:9])[CH:6]=[C:5]([C:12]2[CH:17]=[CH:16][CH:15]=[CH:14][CH:13]=2)[CH:4]=1. The yield is 0.910. (2) The reactants are [CH2:1]([NH:3][CH:4]([CH3:8])[CH:5]([CH3:7])[CH3:6])[CH3:2].[CH2:9]=O. No catalyst specified. The product is [CH3:9][N:3]([CH:4]([CH3:8])[CH:5]([CH3:7])[CH3:6])[CH2:1][CH3:2]. The yield is 0.960. (3) The reactants are [Br:1][C:2]1[C:10]2[S:9][C:8]([NH2:11])=[N:7][C:6]=2[CH:5]=[CH:4][CH:3]=1.[C:12](OC(=O)C)(=[O:14])[CH3:13]. The catalyst is CN(C1C=CN=CC=1)C.C(Cl)Cl. The product is [Br:1][C:2]1[C:10]2[S:9][C:8]([NH:11][C:12](=[O:14])[CH3:13])=[N:7][C:6]=2[CH:5]=[CH:4][CH:3]=1. The yield is 0.670. (4) The yield is 0.760. No catalyst specified. The product is [CH2:47]([C:4]([OH:3])([CH2:40][CH3:41])[CH2:5][O:6][C@H:7]1[CH2:8][C@H:9]([N:11]2[C:16](=[O:17])[C:15]([CH2:18][C:19]3[CH:24]=[CH:23][C:22]([C:25]4[C:26]([C:31]#[N:32])=[CH:27][CH:28]=[CH:29][CH:30]=4)=[CH:21][CH:20]=3)=[C:14]([CH2:33][CH2:34][CH3:35])[N:13]3[N:36]=[CH:37][N:38]=[C:12]23)[CH2:10]1)[CH3:48]. The reactants are C([O:3][C:4](=O)[CH2:5][O:6][C@H:7]1[CH2:10][C@H:9]([N:11]2[C:16](=[O:17])[C:15]([CH2:18][C:19]3[CH:24]=[CH:23][C:22]([C:25]4[CH:30]=[CH:29][CH:28]=[CH:27][C:26]=4[C:31]#[N:32])=[CH:21][CH:20]=3)=[C:14]([CH2:33][CH2:34][CH3:35])[N:13]3[N:36]=[CH:37][N:38]=[C:12]23)[CH2:8]1)C.[CH2:40]([Mg]Br)[CH3:41].[Cl-].[NH4+].O1CC[CH2:48][CH2:47]1. (5) The reactants are [Cl:1][C:2]1[CH:15]=[CH:14][C:5]2[S:6][C:7]([C:11](=[O:13])[CH3:12])=[C:8]([CH2:9][CH3:10])[C:4]=2[CH:3]=1.[CH3:16][N:17]([CH:19](OC)OC)[CH3:18]. The catalyst is CCOC(C)=O. The product is [Cl:1][C:2]1[CH:15]=[CH:14][C:5]2[S:6][C:7]([C:11](=[O:13])/[CH:12]=[CH:16]/[N:17]([CH3:19])[CH3:18])=[C:8]([CH2:9][CH3:10])[C:4]=2[CH:3]=1. The yield is 0.920.